Dataset: Full USPTO retrosynthesis dataset with 1.9M reactions from patents (1976-2016). Task: Predict the reactants needed to synthesize the given product. (1) Given the product [Br:1][C:2]1[CH:3]=[C:4]([CH:5]2[O:12][CH2:11][CH2:10][O:6]2)[CH:7]=[CH:8][CH:9]=1, predict the reactants needed to synthesize it. The reactants are: [Br:1][C:2]1[CH:3]=[C:4]([CH:7]=[CH:8][CH:9]=1)[CH:5]=[O:6].[CH2:10](O)[CH2:11][OH:12].C1(C)C=CC(S(O)(=O)=O)=CC=1. (2) Given the product [CH3:31][N:25]1[C:22]2[C:23](=[O:24])[N:18]([CH2:17][CH2:16][NH:15][C:12]3[CH:13]=[CH:14][C:9]([O:8][C:5]([CH3:7])([CH3:6])[C:4]([OH:33])=[O:3])=[CH:10][CH:11]=3)[C:19]([CH3:32])=[N:20][C:21]=2[C:27]([CH2:28][CH2:29][CH3:30])=[N:26]1, predict the reactants needed to synthesize it. The reactants are: C([O:3][C:4](=[O:33])[C:5]([O:8][C:9]1[CH:14]=[CH:13][C:12]([NH:15][CH2:16][CH2:17][N:18]2[C:23](=[O:24])[C:22]3[N:25]([CH3:31])[N:26]=[C:27]([CH2:28][CH2:29][CH3:30])[C:21]=3[N:20]=[C:19]2[CH3:32])=[CH:11][CH:10]=1)([CH3:7])[CH3:6])C.C(=O)([O-])[O-].[Na+].[Na+]. (3) Given the product [CH:12]1[C:4]([C:2]#[N:3])=[CH:5][C:6]2[C:7]([CH2:13][CH2:14][CH2:15][CH2:16][N:17]3[CH2:22][CH2:21][N:20]([C:23]4[CH:24]=[CH:25][C:26]5[O:30][C:29]([C:31]([NH2:39])=[O:33])=[CH:28][C:27]=5[CH:36]=4)[CH2:19][CH2:18]3)=[CH:8][NH:9][C:10]=2[CH:11]=1, predict the reactants needed to synthesize it. The reactants are: Cl.[C:2]([C:4]1[CH:5]=[C:6]2[C:10](=[CH:11][CH:12]=1)[NH:9][CH:8]=[C:7]2[CH2:13][CH2:14][CH2:15][CH2:16][N:17]1[CH2:22][CH2:21][N:20]([C:23]2[CH:24]=[CH:25][C:26]3[O:30][C:29]([C:31]([O:33]CC)=O)=[CH:28][C:27]=3[CH:36]=2)[CH2:19][CH2:18]1)#[N:3].C([NH2:39])=O.CC[O-].[Na+].O. (4) Given the product [Cl:23][C:9]1[N:4]2[N:3]=[C:2]([CH3:1])[N:20]=[C:5]2[C:6]([C:18]#[N:19])=[C:7]([CH3:17])[C:8]=1[C:11]1[CH:16]=[CH:15][CH:14]=[CH:13][CH:12]=1, predict the reactants needed to synthesize it. The reactants are: [CH3:1][C:2]1[NH:20][C:5]2=[C:6]([C:18]#[N:19])[C:7]([CH3:17])=[C:8]([C:11]3[CH:16]=[CH:15][CH:14]=[CH:13][CH:12]=3)[C:9](=O)[N:4]2[N:3]=1.P(Cl)(Cl)([Cl:23])=O. (5) Given the product [N:13]1([C:2]2[N:7]3[CH:8]=[C:9]([CH2:11][OH:12])[N:10]=[C:6]3[CH:5]=[CH:4][CH:3]=2)[CH2:18][CH2:17][O:16][CH2:15][CH2:14]1, predict the reactants needed to synthesize it. The reactants are: Br[C:2]1[N:7]2[CH:8]=[C:9]([CH2:11][OH:12])[N:10]=[C:6]2[CH:5]=[CH:4][CH:3]=1.[NH:13]1[CH2:18][CH2:17][O:16][CH2:15][CH2:14]1.